This data is from Blood-brain barrier penetration binary classification data from Martins et al.. The task is: Regression/Classification. Given a drug SMILES string, predict its absorption, distribution, metabolism, or excretion properties. Task type varies by dataset: regression for continuous measurements (e.g., permeability, clearance, half-life) or binary classification for categorical outcomes (e.g., BBB penetration, CYP inhibition). Dataset: bbb_martins. (1) The molecule is CC(C)C(O)C1CCCCC1. The result is 1 (penetrates BBB). (2) The molecule is COC1CC(O[C@@H]2[C@@H](C)C(=O)O[C@H](C)[C@H](C)[C@H](O)[C@@H](C)C(=O)[C@@]3(CO3)C[C@H](C)[C@H](OC3OC(C)CC(N(C)C)C3O)[C@H]2C)OC(C)C1O. The result is 0 (does not penetrate BBB). (3) The molecule is O=C(c1cc2ccccc2o1)N1CCN(Cc2ccccc2)CC1. The result is 1 (penetrates BBB). (4) The drug is CC(C)C(=O)OCC(=O)[C@@]12O[C@H](C3CCCCC3)O[C@@H]1C[C@H]1[C@@H]3CCC4=CC(=O)C=C[C@]4(C)[C@H]3[C@@H](O)C[C@@]12C. The result is 1 (penetrates BBB). (5) The compound is C[C@H]1[C@H](c2ccccc2)OCCN1C. The result is 1 (penetrates BBB). (6) The drug is CN1CCCc2cccc(OCC3CNCCO3)c21. The result is 1 (penetrates BBB).